From a dataset of Catalyst prediction with 721,799 reactions and 888 catalyst types from USPTO. Predict which catalyst facilitates the given reaction. (1) Reactant: [Br:1][C:2]1[CH:7]=[CH:6][C:5]([C:8]#[C:9][C:10]([O:12][CH2:13][CH3:14])=[O:11])=[C:4]([F:15])[CH:3]=1.[N:16]([CH2:19][Si:20]([CH3:23])([CH3:22])[CH3:21])=[N+:17]=[N-:18]. Product: [CH2:13]([O:12][C:10]([C:9]1[N:16]([CH2:19][Si:20]([CH3:23])([CH3:22])[CH3:21])[N:17]=[N:18][C:8]=1[C:5]1[CH:6]=[CH:7][C:2]([Br:1])=[CH:3][C:4]=1[F:15])=[O:11])[CH3:14]. The catalyst class is: 48. (2) The catalyst class is: 1. Product: [CH3:75][O:74][C:73]1[CH:72]=[C:69]([CH:68]=[C:67]([O:76][CH3:77])[C:66]=1[O:65][CH2:64][CH:22]1[CH2:21][CH:20]([O:19][CH2:1][CH2:2][CH2:3][CH2:4][CH2:5][CH2:6][CH2:7][CH2:8][CH2:9][CH2:10][CH2:11][CH2:12][CH2:13][CH2:14][CH2:15][CH2:16][CH2:17][CH3:18])[CH:25]([O:26][CH2:27][CH2:28][CH2:29][CH2:30][CH2:31][CH2:32][CH2:33][CH2:34][CH2:35][CH2:36][CH2:37][CH2:38][CH2:39][CH2:40][CH2:41][CH2:42][CH2:43][CH3:44])[CH:24]([O:45][CH2:46][CH2:47][CH2:48][CH2:49][CH2:50][CH2:51][CH2:52][CH2:53][CH2:54][CH2:55][CH2:56][CH2:57][CH2:58][CH2:59][CH2:60][CH2:61][CH2:62][CH3:63])[CH2:23]1)[CH2:70][OH:71]. Reactant: [CH2:1]([O:19][CH:20]1[CH:25]([O:26][CH2:27][CH2:28][CH2:29][CH2:30][CH2:31][CH2:32][CH2:33][CH2:34][CH2:35][CH2:36][CH2:37][CH2:38][CH2:39][CH2:40][CH2:41][CH2:42][CH2:43][CH3:44])[CH:24]([O:45][CH2:46][CH2:47][CH2:48][CH2:49][CH2:50][CH2:51][CH2:52][CH2:53][CH2:54][CH2:55][CH2:56][CH2:57][CH2:58][CH2:59][CH2:60][CH2:61][CH2:62][CH3:63])[CH2:23][CH:22]([CH2:64][O:65][C:66]2[C:73]([O:74][CH3:75])=[CH:72][C:69]([CH:70]=[O:71])=[CH:68][C:67]=2[O:76][CH3:77])[CH2:21]1)[CH2:2][CH2:3][CH2:4][CH2:5][CH2:6][CH2:7][CH2:8][CH2:9][CH2:10][CH2:11][CH2:12][CH2:13][CH2:14][CH2:15][CH2:16][CH2:17][CH3:18].[BH4-].[Na+].